From a dataset of Retrosynthesis with 50K atom-mapped reactions and 10 reaction types from USPTO. Predict the reactants needed to synthesize the given product. (1) Given the product CNc1cncc(Br)c1, predict the reactants needed to synthesize it. The reactants are: CN.Fc1cncc(Br)c1. (2) Given the product O=C1c2c(oc3ccccc23)-c2ccc(OCCCBr)c3cccc1c23, predict the reactants needed to synthesize it. The reactants are: BrCCCBr.O=C1c2c(oc3ccccc23)-c2ccc(O)c3cccc1c23. (3) Given the product O=C(Nc1cc(Oc2ccc3nc(NC(=O)C4CC4)cn3n2)c(Cl)cc1F)c1cccc(C(F)(F)F)c1, predict the reactants needed to synthesize it. The reactants are: Nc1cc(Oc2ccc3nc(NC(=O)C4CC4)cn3n2)c(Cl)cc1F.O=C(O)c1cccc(C(F)(F)F)c1.